Predict the reaction yield, written as a fraction of the theoretical maximum amount of product (1.0 means a 100% yield; for example, 0.34 means a 34% yield). From a dataset of Reaction yield outcomes from USPTO patents with 853,638 reactions. (1) The reactants are Br[C:2]1[CH:10]=[C:9]2[C:5]([C:6]3[CH2:15][CH2:14][N:13]([C:16]([O:18][C:19]([CH3:22])([CH3:21])[CH3:20])=[O:17])[CH2:12][C:7]=3[N:8]2[CH3:11])=[CH:4][CH:3]=1.[Cl:23][C:24]1[CH:25]=[CH:26][C:27]([C:30]2[CH:35]=[CH:34][NH:33][C:32](=[O:36])[CH:31]=2)=[N:28][CH:29]=1. No catalyst specified. The product is [Cl:23][C:24]1[CH:25]=[CH:26][C:27]([C:30]2[CH:35]=[CH:34][N:33]([C:2]3[CH:10]=[C:9]4[C:5]([C:6]5[CH2:15][CH2:14][N:13]([C:16]([O:18][C:19]([CH3:22])([CH3:21])[CH3:20])=[O:17])[CH2:12][C:7]=5[N:8]4[CH3:11])=[CH:4][CH:3]=3)[C:32](=[O:36])[CH:31]=2)=[N:28][CH:29]=1. The yield is 0.470. (2) The reactants are P([O:8][CH2:9][CH3:10])(OCC)OCC.N1[C:16]([CH3:17])=[CH:15][CH:14]=[CH:13][C:12]=1[CH3:18].C[N:20]([CH:22]=O)C. The catalyst is C1C=CC(/C=C/C(/C=C/C2C=CC=CC=2)=O)=CC=1.C1C=CC(/C=C/C(/C=C/C2C=CC=CC=2)=O)=CC=1.C1C=CC(/C=C/C(/C=C/C2C=CC=CC=2)=O)=CC=1.[Pd].[Pd].C(Cl)(Cl)Cl. The product is [NH2:20][C:22]1[CH:17]=[CH:16][C:15]2[C:10](=[CH:18][CH:12]=[CH:13][CH:14]=2)[C:9]=1[OH:8]. The yield is 0.820. (3) The reactants are [ClH:1].C(OC([NH:9][CH2:10][C@H:11]([N:16]1[CH2:21][CH2:20][N:19]([S:22]([CH3:25])(=[O:24])=[O:23])[CH2:18][CH2:17]1)[C:12]([O:14][CH3:15])=[O:13])=O)(C)(C)C. The catalyst is C(O)(C)C.CO. The product is [ClH:1].[NH2:9][CH2:10][C@H:11]([N:16]1[CH2:21][CH2:20][N:19]([S:22]([CH3:25])(=[O:24])=[O:23])[CH2:18][CH2:17]1)[C:12]([O:14][CH3:15])=[O:13]. The yield is 1.00. (4) The reactants are B(F)(F)F.CCOCC.[C:10]([O:13][CH:14]1[O:31][C@H:30]([CH2:32][O:33][C:34](=[O:36])[CH3:35])[C@H:25]([O:26][C:27](=[O:29])[CH3:28])[C@H:20]([O:21][C:22](=[O:24])[CH3:23])[C@H:15]1[O:16][C:17](=[O:19])[CH3:18])(=O)[CH3:11].[Br:37]CCO. The catalyst is C(Cl)Cl. The product is [C:17]([O:16][C@@H:15]1[C@@H:20]([O:21][C:22](=[O:24])[CH3:23])[C@@H:25]([O:26][C:27](=[O:29])[CH3:28])[C@@H:30]([CH2:32][O:33][C:34](=[O:36])[CH3:35])[O:31][C@H:14]1[O:13][CH2:10][CH2:11][Br:37])(=[O:19])[CH3:18]. The yield is 0.670. (5) The reactants are O[C:2]1[CH:6]([CH2:7][OH:8])[O:5][C:4](=[O:9])[CH:3]=1.[NH2:10][CH2:11][C:12]1[CH:13]=[N:14][C:15]([Cl:18])=[CH:16][CH:17]=1.C1(C)C=CC=CC=1.CN(C)C=O. The catalyst is C1(C)C=CC(S(O)(=O)=O)=CC=1.O.C(O)(=O)C. The product is [OH:8][CH2:7][CH:6]1[O:5][C:4](=[O:9])[CH:3]=[C:2]1[NH:10][CH2:11][C:12]1[CH:13]=[N:14][C:15]([Cl:18])=[CH:16][CH:17]=1. The yield is 0.222. (6) The reactants are CO[CH:3](OC)[CH2:4][NH:5][C:6](=[O:17])[CH2:7][C:8]1[CH:13]=[CH:12][CH:11]=[C:10]([O:14][CH3:15])[C:9]=1[CH3:16].Cl. The product is [CH3:15][O:14][C:10]1[CH:11]=[CH:12][C:13]2[CH:3]=[CH:4][NH:5][C:6](=[O:17])[CH2:7][C:8]=2[C:9]=1[CH3:16]. The yield is 0.620. The catalyst is C(O)(=O)C. (7) The reactants are [BH4-].[Li+].Cl[Si](C)(C)C.[CH:8]1([C:11]2[N:16]=[C:15]([O:17][CH3:18])[C:14](/[CH:19]=[CH:20]/[N+:21]([O-])=O)=[CH:13][CH:12]=2)[CH2:10][CH2:9]1. The catalyst is C1COCC1. The product is [CH:8]1([C:11]2[N:16]=[C:15]([O:17][CH3:18])[C:14]([CH2:19][CH2:20][NH2:21])=[CH:13][CH:12]=2)[CH2:10][CH2:9]1. The yield is 1.00. (8) The reactants are [Cl:1][C:2]1[CH:24]=[CH:23][C:5]([CH2:6][C:7]2[N:8]=[C:9]([N:17]3[CH2:22][CH2:21][O:20][CH2:19][CH2:18]3)[Se:10][C:11]=2[C:12]([O:14]CC)=[O:13])=[CH:4][CH:3]=1.[OH-].[Li+].O. The catalyst is C(O)(=O)C.O1CCCC1.CO. The product is [Cl:1][C:2]1[CH:24]=[CH:23][C:5]([CH2:6][C:7]2[N:8]=[C:9]([N:17]3[CH2:22][CH2:21][O:20][CH2:19][CH2:18]3)[Se:10][C:11]=2[C:12]([OH:14])=[O:13])=[CH:4][CH:3]=1. The yield is 0.890. (9) The reactants are [CH2:1]([O:3][C:4]([C:6]1[C:11]([C:12]#[N:13])=[CH:10][CH:9]=[C:8]([O:14][C:15]2[CH:20]=[CH:19][C:18](Br)=[C:17]([CH:22]=[O:23])[CH:16]=2)[N:7]=1)=[O:5])[CH3:2].[B:24]1([B:24]2[O:28][C:27]([CH3:30])([CH3:29])[C:26]([CH3:32])([CH3:31])[O:25]2)[O:28][C:27]([CH3:30])([CH3:29])[C:26]([CH3:32])([CH3:31])[O:25]1.C([O-])(=O)C.[K+]. The catalyst is O1CCOCC1.C1C=CC(P(C2C=CC=CC=2)[C-]2C=CC=C2)=CC=1.C1C=CC(P(C2C=CC=CC=2)[C-]2C=CC=C2)=CC=1.Cl[Pd]Cl.[Fe+2]. The product is [CH2:1]([O:3][C:4]([C:6]1[C:11]([C:12]#[N:13])=[CH:10][CH:9]=[C:8]([O:14][C:15]2[CH:20]=[CH:19][C:18]([B:24]3[O:28][C:27]([CH3:30])([CH3:29])[C:26]([CH3:32])([CH3:31])[O:25]3)=[C:17]([CH:22]=[O:23])[CH:16]=2)[N:7]=1)=[O:5])[CH3:2]. The yield is 0.290. (10) The reactants are [H-].[Al+3].[Li+].[H-].[H-].[H-].C[O:8][C:9]([C:11]1[C:20]([CH3:21])=[C:19]([O:22][CH2:23][C:24]2[CH:29]=[CH:28][CH:27]=[CH:26][CH:25]=2)[C:18]2[C:13](=[CH:14][CH:15]=[C:16]([F:30])[CH:17]=2)[CH:12]=1)=O.Cl. The catalyst is O1CCCC1. The product is [CH2:23]([O:22][C:19]1[C:18]2[C:13](=[CH:14][CH:15]=[C:16]([F:30])[CH:17]=2)[CH:12]=[C:11]([CH2:9][OH:8])[C:20]=1[CH3:21])[C:24]1[CH:25]=[CH:26][CH:27]=[CH:28][CH:29]=1. The yield is 0.920.